This data is from Full USPTO retrosynthesis dataset with 1.9M reactions from patents (1976-2016). The task is: Predict the reactants needed to synthesize the given product. (1) Given the product [CH2:1]([O:3][C:4](=[O:16])[C:5]1[CH:10]=[CH:9][C:8]([NH:21][C:20]2[CH:22]=[CH:23][CH:24]=[C:18]([Cl:17])[CH:19]=2)=[N:7][C:6]=1[C:12]([F:15])([F:14])[F:13])[CH3:2], predict the reactants needed to synthesize it. The reactants are: [CH2:1]([O:3][C:4](=[O:16])[C:5]1[CH:10]=[CH:9][C:8](Cl)=[N:7][C:6]=1[C:12]([F:15])([F:14])[F:13])[CH3:2].[Cl:17][C:18]1[CH:19]=[C:20]([CH:22]=[CH:23][CH:24]=1)[NH2:21]. (2) The reactants are: [NH2:1][C:2]1[C:10]2[C:5](=[CH:6][CH:7]=[CH:8][C:9]=2[C:11]2[CH:16]=[CH:15][C:14]([CH2:17][C:18](O)=[O:19])=[CH:13][CH:12]=2)[NH:4][N:3]=1.C(N(C(C)C)CC)(C)C.CN(C(O[N:38]1N=N[C:40]2[CH:41]=[CH:42][CH:43]=[CH:44][C:39]1=2)=[N+](C)C)C.[B-](F)(F)(F)F.NC1C=CC=CC=1. Given the product [NH2:1][C:2]1[C:10]2[C:5](=[CH:6][CH:7]=[CH:8][C:9]=2[C:11]2[CH:12]=[CH:13][C:14]([CH2:17][C:18]([NH:38][C:39]3[CH:44]=[CH:43][CH:42]=[CH:41][CH:40]=3)=[O:19])=[CH:15][CH:16]=2)[NH:4][N:3]=1, predict the reactants needed to synthesize it. (3) The reactants are: [C:1]1([CH2:7][O:8][C:9]([NH:11][C:12]2([C:25]([O:27][CH3:28])=[O:26])[CH2:17][CH2:16][N:15](C(OC(C)(C)C)=O)[CH2:14][CH2:13]2)=[O:10])[CH:6]=[CH:5][CH:4]=[CH:3][CH:2]=1.C(O)(C(F)(F)F)=O. Given the product [C:1]1([CH2:7][O:8][C:9]([NH:11][C:12]2([C:25]([O:27][CH3:28])=[O:26])[CH2:17][CH2:16][NH:15][CH2:14][CH2:13]2)=[O:10])[CH:6]=[CH:5][CH:4]=[CH:3][CH:2]=1, predict the reactants needed to synthesize it.